This data is from Peptide-MHC class II binding affinity with 134,281 pairs from IEDB. The task is: Regression. Given a peptide amino acid sequence and an MHC pseudo amino acid sequence, predict their binding affinity value. This is MHC class II binding data. (1) The peptide sequence is TDATSILGIGTVLDQAETAG. The MHC is DRB1_0401 with pseudo-sequence DRB1_0401. The binding affinity (normalized) is 0.499. (2) The MHC is DRB1_0901 with pseudo-sequence DRB1_0901. The peptide sequence is TASKLLEDRVGLNHI. The binding affinity (normalized) is 0.519. (3) The peptide sequence is AAFNNAIKAGTGGAY. The MHC is DRB1_0301 with pseudo-sequence DRB1_0301. The binding affinity (normalized) is 0.